From a dataset of Full USPTO retrosynthesis dataset with 1.9M reactions from patents (1976-2016). Predict the reactants needed to synthesize the given product. (1) Given the product [CH3:1][O:2][C:3](=[O:45])[NH:4][C@H:5]([C:10]([NH:12][N:13]([CH2:37][C:38]1[CH:39]=[C:40]([C:46]2[CH:51]=[CH:50][CH:49]=[CH:48][CH:47]=2)[CH:41]=[CH:42][CH:43]=1)[CH2:14][C@:15]([OH:36])([C:23](=[O:35])[NH:24][C@H:25]1[C:33]2[C:28](=[CH:29][CH:30]=[CH:31][CH:32]=2)[CH2:27][C@H:26]1[OH:34])[CH2:16][C:17]1[CH:22]=[CH:21][CH:20]=[CH:19][CH:18]=1)=[O:11])[C:6]([CH3:9])([CH3:8])[CH3:7], predict the reactants needed to synthesize it. The reactants are: [CH3:1][O:2][C:3](=[O:45])[NH:4][C@H:5]([C:10]([NH:12][N:13]([CH2:37][C:38]1[CH:43]=[CH:42][CH:41]=[C:40](Br)[CH:39]=1)[CH2:14][C@:15]([OH:36])([C:23](=[O:35])[NH:24][C@H:25]1[C:33]2[C:28](=[CH:29][CH:30]=[CH:31][CH:32]=2)[CH2:27][C@H:26]1[OH:34])[CH2:16][C:17]1[CH:22]=[CH:21][CH:20]=[CH:19][CH:18]=1)=[O:11])[C:6]([CH3:9])([CH3:8])[CH3:7].[C:46]1(B(O)O)[CH:51]=[CH:50][CH:49]=[CH:48][CH:47]=1.C([O-])([O-])=O.[Na+].[Na+].COCCOC. (2) Given the product [Br:1][CH2:2][C:3]1[CH:8]=[CH:7][C:6]([CH:9]=[O:10])=[CH:5][CH:4]=1, predict the reactants needed to synthesize it. The reactants are: [Br:1][CH2:2][C:3]1[CH:8]=[CH:7][C:6]([CH2:9][OH:10])=[CH:5][CH:4]=1. (3) Given the product [C:1]([O:5][C:6](=[O:36])[NH:7][C@H:8]([C:30]1[CH:35]=[CH:34][CH:33]=[CH:32][CH:31]=1)[CH2:9][N:10]1[C:15](=[O:16])[C:14]([NH2:17])=[CH:13][N:12]([CH2:20][C:21]2[C:22]([F:28])=[CH:23][CH:24]=[CH:25][C:26]=2[F:27])[C:11]1=[O:29])([CH3:4])([CH3:2])[CH3:3], predict the reactants needed to synthesize it. The reactants are: [C:1]([O:5][C:6](=[O:36])[NH:7][C@H:8]([C:30]1[CH:35]=[CH:34][CH:33]=[CH:32][CH:31]=1)[CH2:9][N:10]1[C:15](=[O:16])[C:14]([N+:17]([O-])=O)=[CH:13][N:12]([CH2:20][C:21]2[C:26]([F:27])=[CH:25][CH:24]=[CH:23][C:22]=2[F:28])[C:11]1=[O:29])([CH3:4])([CH3:3])[CH3:2].[H][H]. (4) Given the product [CH2:6]([O:13][C:14]1[CH:19]=[CH:18][C:17]([S:20]([Cl:3])(=[O:23])=[O:21])=[CH:16][CH:15]=1)[C:7]1[CH:12]=[CH:11][CH:10]=[CH:9][CH:8]=1, predict the reactants needed to synthesize it. The reactants are: S(Cl)([Cl:3])=O.[Na+].[CH2:6]([O:13][C:14]1[CH:19]=[CH:18][C:17]([S:20]([O-:23])(=O)=[O:21])=[CH:16][CH:15]=1)[C:7]1[CH:12]=[CH:11][CH:10]=[CH:9][CH:8]=1. (5) Given the product [C:1]([C:3]1[CH:4]=[N:5][N:6]2[C:11](=[O:12])[C:10]([CH2:13][CH3:14])=[C:9]([C:15]([NH:24][CH3:23])=[O:17])[NH:8][C:7]=12)#[N:2], predict the reactants needed to synthesize it. The reactants are: [C:1]([C:3]1[CH:4]=[N:5][N:6]2[C:11](=[O:12])[C:10]([CH2:13][CH3:14])=[C:9]([C:15]([OH:17])=O)[NH:8][C:7]=12)#[N:2].Cl.CN.C1C[N:24]([P+](ON2N=NC3C=CC=CC2=3)(N2CCCC2)N2CCCC2)[CH2:23]C1.F[P-](F)(F)(F)(F)F.C1C=CC2N(O)N=NC=2C=1.CCN(C(C)C)C(C)C.